From a dataset of Forward reaction prediction with 1.9M reactions from USPTO patents (1976-2016). Predict the product of the given reaction. (1) The product is: [F:1][C:2]1[CH:7]=[C:6]([I:8])[CH:5]=[CH:4][C:3]=1[NH:9][C:10]1[C:14]2[CH:15]=[N:16][CH:17]=[CH:18][C:13]=2[NH:12][C:11]=1[C:19]([N:21]1[CH2:22][C@H:23]([OH:26])[CH2:24][C@H:25]1[CH2:29][OH:28])=[O:20]. Given the reactants [F:1][C:2]1[CH:7]=[C:6]([I:8])[CH:5]=[CH:4][C:3]=1[NH:9][C:10]1[C:14]2[CH:15]=[N:16][CH:17]=[CH:18][C:13]=2[NH:12][C:11]=1[C:19]([N:21]1[CH2:25][CH2:24][C@@H:23]([OH:26])[CH2:22]1)=[O:20].Cl.[OH:28][CH2:29][C@H]1NC[C@H](O)C1, predict the reaction product. (2) The product is: [NH2:11][CH:12]([CH2:26][N:27]([CH2:28][CH2:29][NH2:30])[CH2:41][CH2:42][NH2:43])[CH2:13][CH2:14][CH2:15][C:16]([OH:18])=[O:17]. Given the reactants C(OC([NH:11][CH:12]([CH2:26][N:27]([CH2:41][CH2:42][NH:43]C(OCC1C=CC=CC=1)=O)[CH2:28][CH2:29][NH:30]C(OCC1C=CC=CC=1)=O)[CH2:13][CH2:14][CH2:15][C:16]([O:18]CC1C=CC=CC=1)=[O:17])=O)C1C=CC=CC=1.O, predict the reaction product. (3) Given the reactants [CH2:1]([SH:8])[C:2]1[CH:7]=[CH:6][CH:5]=[CH:4][CH:3]=1.[H-].[Na+].[Cl:11][C:12]1[CH:13]=[CH:14][C:15](F)=[C:16]([CH:20]=1)[C:17]([NH2:19])=[O:18], predict the reaction product. The product is: [CH2:1]([S:8][C:15]1[CH:14]=[CH:13][C:12]([Cl:11])=[CH:20][C:16]=1[C:17]([NH2:19])=[O:18])[C:2]1[CH:7]=[CH:6][CH:5]=[CH:4][CH:3]=1. (4) Given the reactants [C:1]([C:5]1[N:13]=[C:12]2[CH:8]([N:9]=[CH:10][NH:11]2)[C:7](=O)[N:6]=1)([CH3:4])([CH3:3])[CH3:2].CN(C=O)C.O=S(Cl)[Cl:22], predict the reaction product. The product is: [C:1]([C:5]1[N:13]=[C:12]2[C:8]([N:9]=[CH:10][NH:11]2)=[C:7]([Cl:22])[N:6]=1)([CH3:4])([CH3:3])[CH3:2]. (5) The product is: [NH2:11][C:9]1[N:8]=[CH:7][N:6]=[C:5]2[N:4]([CH:12]3[CH2:16][CH2:15][N:14]([CH3:17])[CH2:13]3)[N:3]=[C:2]([C:26]3[CH:27]=[CH:28][C:29]([NH:32][C:33]4[O:34][C:35]5[C:41]([CH3:42])=[CH:40][C:39]([CH3:43])=[CH:38][C:36]=5[N:37]=4)=[CH:30][CH:31]=3)[C:10]=12. Given the reactants I[C:2]1[C:10]2[C:5](=[N:6][CH:7]=[N:8][C:9]=2[NH2:11])[N:4]([CH:12]2[CH2:16][CH2:15][N:14]([CH3:17])[CH2:13]2)[N:3]=1.CC1(C)C(C)(C)OB([C:26]2[CH:31]=[CH:30][C:29]([NH:32][C:33]3[O:34][C:35]4[C:41]([CH3:42])=[CH:40][C:39]([CH3:43])=[CH:38][C:36]=4[N:37]=3)=[CH:28][CH:27]=2)O1.NC1N=CN=C2N([C@H]3CC[C@@H](N4CCN(C)CC4)CC3)N=C(C3C=CC(NC4OC5C=CC=CC=5N=4)=C(F)C=3)C=12, predict the reaction product. (6) Given the reactants Br[C:2]1[C:3]2[C:7]([CH:8]=[CH:9][CH:10]=1)=[N:6][N:5]1[CH:11]=[C:12]([C:16]3[CH:21]=[CH:20][CH:19]=[CH:18][CH:17]=3)[C:13]([Cl:15])=[N:14][C:4]=21.[C:22]([C:24]1[CH:29]=[CH:28][C:27](B(O)O)=[CH:26][CH:25]=1)#[N:23].C(=O)([O-])[O-].[Na+].[Na+].O1CCOCC1, predict the reaction product. The product is: [Cl:15][C:13]1[C:12]([C:16]2[CH:21]=[CH:20][CH:19]=[CH:18][CH:17]=2)=[CH:11][N:5]2[N:6]=[C:7]3[C:3]([C:2]([C:27]4[CH:28]=[CH:29][C:24]([C:22]#[N:23])=[CH:25][CH:26]=4)=[CH:10][CH:9]=[CH:8]3)=[C:4]2[N:14]=1.